The task is: Regression. Given a peptide amino acid sequence and an MHC pseudo amino acid sequence, predict their binding affinity value. This is MHC class II binding data.. This data is from Peptide-MHC class II binding affinity with 134,281 pairs from IEDB. (1) The peptide sequence is PEFQSIVQTLNAMPE. The MHC is DRB1_0701 with pseudo-sequence DRB1_0701. The binding affinity (normalized) is 0.570. (2) The peptide sequence is FFHMNIYECKGVTVK. The MHC is DRB1_1302 with pseudo-sequence DRB1_1302. The binding affinity (normalized) is 0.491. (3) The peptide sequence is AALLVVAVGLRV. The MHC is DRB1_1101 with pseudo-sequence DRB1_1101. The binding affinity (normalized) is 0. (4) The peptide sequence is APQLPDDLMIRVIAQ. The MHC is HLA-DPA10201-DPB10501 with pseudo-sequence HLA-DPA10201-DPB10501. The binding affinity (normalized) is 0. (5) The peptide sequence is TPEAKFDSFVASLTE. The MHC is HLA-DQA10201-DQB10202 with pseudo-sequence HLA-DQA10201-DQB10202. The binding affinity (normalized) is 0.547. (6) The MHC is DRB3_0202 with pseudo-sequence DRB3_0202. The binding affinity (normalized) is 0.0341. The peptide sequence is MTSRFMTDPHAMRDM. (7) The peptide sequence is ILNTWLVKPGAGIMI. The MHC is HLA-DQA10102-DQB10602 with pseudo-sequence HLA-DQA10102-DQB10602. The binding affinity (normalized) is 0.375. (8) The peptide sequence is LSSKFNKFVSPKSVS. The MHC is DRB4_0101 with pseudo-sequence DRB4_0103. The binding affinity (normalized) is 0.368.